Dataset: Full USPTO retrosynthesis dataset with 1.9M reactions from patents (1976-2016). Task: Predict the reactants needed to synthesize the given product. (1) The reactants are: Cl.[Br:2][C:3]1[CH:4]=[C:5]([CH:8]=[CH:9][C:10]=1[F:11])[CH2:6][NH2:7].[O:12]1[CH2:17][CH2:16][C:15](=O)[CH2:14][CH2:13]1.C(O[BH-](OC(=O)C)OC(=O)C)(=O)C.[Na+].C(=O)([O-])O.[Na+]. Given the product [Br:2][C:3]1[CH:4]=[C:5]([CH:8]=[CH:9][C:10]=1[F:11])[CH2:6][NH:7][CH:15]1[CH2:16][CH2:17][O:12][CH2:13][CH2:14]1, predict the reactants needed to synthesize it. (2) Given the product [Cl:1][C:2]1[N:3]=[CH:4][CH:5]=[C:6]2[C:10]([CH3:11])=[C:9]([CH3:12])[N:8]([CH2:14][CH3:15])[C:7]=12, predict the reactants needed to synthesize it. The reactants are: [Cl:1][C:2]1[N:3]=[CH:4][CH:5]=[C:6]2[C:10]([CH3:11])=[C:9]([CH3:12])[NH:8][C:7]=12.I[CH2:14][CH3:15].